Dataset: Catalyst prediction with 721,799 reactions and 888 catalyst types from USPTO. Task: Predict which catalyst facilitates the given reaction. (1) Reactant: [NH2:1][C:2]1[CH:6]=[C:5]([C:7]2[CH:12]=[CH:11][N:10]=[CH:9][CH:8]=2)[S:4][C:3]=1[C:13]([NH2:15])=[O:14].[C:16]([N:23]1[CH2:28][CH2:27][C:26](=O)[CH2:25][CH2:24]1)([O:18][C:19]([CH3:22])([CH3:21])[CH3:20])=[O:17].O.C1(C)C=CC(S(O)(=O)=O)=CC=1.C(=O)([O-])O.[Na+]. Product: [O:14]=[C:13]1[NH:15][C:26]2([CH2:27][CH2:28][N:23]([C:16]([O:18][C:19]([CH3:22])([CH3:21])[CH3:20])=[O:17])[CH2:24][CH2:25]2)[NH:1][C:2]2[CH:6]=[C:5]([C:7]3[CH:8]=[CH:9][N:10]=[CH:11][CH:12]=3)[S:4][C:3]1=2. The catalyst class is: 15. (2) Reactant: O.[OH-].[Li+].[F:4][C:5]1[CH:10]=[CH:9][CH:8]=[CH:7][C:6]=1[C:11]1[N:12]=[N:13][N:14]([CH3:28])[C:15]=1[CH2:16][O:17][C:18]1[CH:27]=[CH:26][C:21]([C:22]([O:24]C)=[O:23])=[CH:20][N:19]=1. The catalyst class is: 90. Product: [F:4][C:5]1[CH:10]=[CH:9][CH:8]=[CH:7][C:6]=1[C:11]1[N:12]=[N:13][N:14]([CH3:28])[C:15]=1[CH2:16][O:17][C:18]1[CH:27]=[CH:26][C:21]([C:22]([OH:24])=[O:23])=[CH:20][N:19]=1. (3) Reactant: Cl.[CH3:2][NH:3][CH3:4].[Al](C)(C)C.[C:9]([NH:12][C:13]1[C:22]2[C:17](=[N:18][C:19]([C:30]3[CH:35]=[CH:34][C:33]([Cl:36])=[CH:32][C:31]=3[Cl:37])=[C:20]([C:23]3[CH:28]=[CH:27][C:26]([Cl:29])=[CH:25][CH:24]=3)[CH:21]=2)[N:16]([CH3:38])[C:15](=[O:39])[C:14]=1[C:40](OC)=[O:41])(=[O:11])[CH3:10]. Product: [C:9]([NH:12][C:13]1[C:22]2[C:17](=[N:18][C:19]([C:30]3[CH:35]=[CH:34][C:33]([Cl:36])=[CH:32][C:31]=3[Cl:37])=[C:20]([C:23]3[CH:24]=[CH:25][C:26]([Cl:29])=[CH:27][CH:28]=3)[CH:21]=2)[N:16]([CH3:38])[C:15](=[O:39])[C:14]=1[C:40]([N:3]([CH3:4])[CH3:2])=[O:41])(=[O:11])[CH3:10]. The catalyst class is: 11.